From a dataset of Forward reaction prediction with 1.9M reactions from USPTO patents (1976-2016). Predict the product of the given reaction. (1) Given the reactants C1C([O:7]C2C=CC3C(OC(=O)C=3C=2)=O)=CC2C(OC(=O)C=2C=1)=O.NC1C=C(C=CC=1)OC1C=CC=C(OC2C=CC=C(N)C=2)C=1.C1(C#CC2C=C3C(=O)OC(=O)C3=CC=2)C=CC=CC=1.[CH:65]1([N:71]=[C:72]=[N:73][CH:74]2[CH2:79][CH2:78][CH2:77][CH2:76][CH2:75]2)[CH2:70][CH2:69][CH2:68][CH2:67][CH2:66]1, predict the reaction product. The product is: [C:72]([NH:71][CH:65]1[CH2:66][CH2:67][CH2:68][CH2:69][CH2:70]1)([NH:73][CH:74]1[CH2:79][CH2:78][CH2:77][CH2:76][CH2:75]1)=[O:7]. (2) Given the reactants C([O:8][C:9]1[CH:10]=[C:11]2[C:16](=[CH:17][CH:18]=1)[CH:15]=[C:14]([C:19]1[C:27]([N+:28]([O-])=O)=[CH:26][C:22]3[O:23][CH2:24][O:25][C:21]=3[CH:20]=1)[CH2:13][CH2:12]2)C1C=CC=CC=1, predict the reaction product. The product is: [NH2:28][C:27]1[C:19]([CH:14]2[CH2:13][CH2:12][C:11]3[CH:10]=[C:9]([OH:8])[CH:18]=[CH:17][C:16]=3[CH2:15]2)=[CH:20][C:21]2[O:25][CH2:24][O:23][C:22]=2[CH:26]=1. (3) Given the reactants O[CH:2]([CH:9]=[CH:10][C:11]1[CH:16]=[CH:15][CH:14]=[C:13]([N+:17]([O-:19])=[O:18])[CH:12]=1)[CH2:3][C:4]([O:6][CH2:7][CH3:8])=[O:5].C(N(CC)CC)C.CS(Cl)(=O)=O.C1CCN2C(=NCCC2)CC1, predict the reaction product. The product is: [N+:17]([C:13]1[CH:12]=[C:11]([CH:10]=[CH:9][CH:2]=[CH:3][C:4]([O:6][CH2:7][CH3:8])=[O:5])[CH:16]=[CH:15][CH:14]=1)([O-:19])=[O:18]. (4) Given the reactants S(Cl)(Cl)=O.[OH:5][C:6]1[C:11](=[O:12])[C:10]([CH:13](O)[C:14]([F:17])([F:16])[F:15])=[CH:9][NH:8][C:7]=1[CH3:19].CO.[Cl:22]CCl, predict the reaction product. The product is: [Cl:22][CH:13]([C:10]1[C:11](=[O:12])[C:6]([OH:5])=[C:7]([CH3:19])[NH:8][CH:9]=1)[C:14]([F:17])([F:16])[F:15]. (5) The product is: [C:1]1([C:11]2[C:9]3[C:10]4[C:1](=[CH:2][CH:3]=[CH:4][CH:5]=4)[CH2:11][C:15]=3[C:14]([C:18]#[N:19])=[C:13]([N:20]3[CH2:25][CH2:24][CH2:23][CH2:22][CH2:21]3)[CH:12]=2)[C:10]2[C:5](=[CH:6][CH:7]=[CH:8][CH:9]=2)[CH:4]=[CH:3][CH:2]=1. Given the reactants [C:1]1([C:11]2O[C:15](=O)[C:14]([C:18]#[N:19])=[C:13]([N:20]3[CH2:25][CH2:24][CH2:23][CH2:22][CH2:21]3)[CH:12]=2)[C:10]2[C:5](=[CH:6][CH:7]=[CH:8][CH:9]=2)[CH:4]=[CH:3][CH:2]=1.[H-].[Na+], predict the reaction product. (6) Given the reactants FC(F)(F)C(O)=O.[CH2:8]1[C:10]2([CH2:15][CH2:14][NH:13][CH2:12][CH2:11]2)[CH2:9]1.CCN(C(C)C)C(C)C.[F:25][C:26]([F:37])([CH3:36])[CH2:27][C@H:28]([N:33]=[C:34]=[O:35])[C:29]([O:31][CH3:32])=[O:30], predict the reaction product. The product is: [CH2:9]1[C:10]2([CH2:15][CH2:14][N:13]([C:34]([NH:33][C@@H:28]([CH2:27][C:26]([F:25])([F:37])[CH3:36])[C:29]([O:31][CH3:32])=[O:30])=[O:35])[CH2:12][CH2:11]2)[CH2:8]1. (7) Given the reactants [N+:1]([C:4]1[CH:5]=[C:6]([CH:9]=[CH:10][CH:11]=1)[CH:7]=[O:8])([O-:3])=[O:2].[Br:12]NC(=O)CCC(N)=O.S(=O)(=O)(O)O, predict the reaction product. The product is: [Br:12][C:10]1[CH:9]=[C:6]([CH:5]=[C:4]([N+:1]([O-:3])=[O:2])[CH:11]=1)[CH:7]=[O:8]. (8) Given the reactants F[C:2]1[CH:7]=[C:6](F)[C:5]([F:9])=[CH:4][C:3]=1[N:10]1[C:19]2[C:14](=[CH:15][C:16]([F:26])=[C:17]([N:20]3[CH2:24][CH2:23][CH:22]([NH2:25])[CH2:21]3)[CH:18]=2)[C:13](=[O:27])[N:12]([OH:28])[C:11]1=[O:29].F[C:31](F)(F)C([O-])=O, predict the reaction product. The product is: [F:9][C:5]1[CH:4]=[C:3]([N:10]2[C:19]3[C:14](=[CH:15][C:16]([F:26])=[C:17]([N:20]4[CH2:21][CH2:22][N:25]([CH3:31])[CH2:23][CH2:24]4)[CH:18]=3)[C:13](=[O:27])[N:12]([OH:28])[C:11]2=[O:29])[CH:2]=[CH:7][CH:6]=1. (9) Given the reactants [CH:1]1([CH2:4][NH:5][CH2:6][CH2:7][CH3:8])[CH2:3][CH2:2]1.C[Al](C)C.C([O:15][C:16]([C:18]1[N:22]2[CH:23]=[C:24]([Cl:35])[N:25]([C:26]3[C:31]([CH3:32])=[CH:30][C:29]([CH3:33])=[CH:28][C:27]=3[CH3:34])[C:21]2=[N:20][C:19]=1[C:36]([F:39])([F:38])[F:37])=O)C.[C@H](O)(C([O-])=O)[C@@H](O)C([O-])=O.[Na+].[K+], predict the reaction product. The product is: [CH:1]1([CH2:4][N:5]([CH2:6][CH2:7][CH3:8])[C:16]([C:18]2[N:22]3[CH:23]=[C:24]([Cl:35])[N:25]([C:26]4[C:27]([CH3:34])=[CH:28][C:29]([CH3:33])=[CH:30][C:31]=4[CH3:32])[C:21]3=[N:20][C:19]=2[C:36]([F:38])([F:37])[F:39])=[O:15])[CH2:3][CH2:2]1. (10) Given the reactants [CH3:1][CH:2]1[CH2:7][CH2:6][NH:5][CH2:4][CH2:3]1.Cl[CH2:9]/[C:10](/[CH3:19])=[CH:11]/[C:12]1[CH:17]=[CH:16][C:15]([I:18])=[CH:14][CH:13]=1.O, predict the reaction product. The product is: [I:18][C:15]1[CH:16]=[CH:17][C:12](/[CH:11]=[C:10](\[CH3:19])/[CH2:9][N:5]2[CH2:6][CH2:7][CH:2]([CH3:1])[CH2:3][CH2:4]2)=[CH:13][CH:14]=1.